This data is from Reaction yield outcomes from USPTO patents with 853,638 reactions. The task is: Predict the reaction yield, written as a fraction of the theoretical maximum amount of product (1.0 means a 100% yield; for example, 0.34 means a 34% yield). (1) The reactants are [CH2:1]([O:3][C:4]([C:6]1[CH:7]=[N:8][C:9]2[C:14]([C:15]=1Cl)=[CH:13][CH:12]=[CH:11][C:10]=2[N+:17]([O-])=O)=[O:5])[CH3:2].[CH3:20][O:21][C:22]1[CH:29]=[CH:28][C:25]([CH2:26][NH2:27])=[CH:24][CH:23]=1. No catalyst specified. The product is [CH2:1]([O:3][C:4]([C:6]1[CH:7]=[N:8][C:9]2[C:14]([C:15]=1[NH:27][CH2:26][C:25]1[CH:28]=[CH:29][C:22]([O:21][CH3:20])=[CH:23][CH:24]=1)=[CH:13][CH:12]=[CH:11][C:10]=2[NH2:17])=[O:5])[CH3:2]. The yield is 0.870. (2) The reactants are [CH3:1][O:2][C:3]1[C:4]([N+:9]([O-])=O)=[N:5][CH:6]=[CH:7][CH:8]=1.[H][H]. The catalyst is C(O)C.[Pd]. The product is [CH3:1][O:2][C:3]1[C:4]([NH2:9])=[N:5][CH:6]=[CH:7][CH:8]=1. The yield is 0.880. (3) The reactants are O=[O+][O-].[NH2:4][C:5]1[C:10]([CH2:11][C:12](C)=[CH2:13])=[C:9]([C:15]([O:17][CH3:18])=[O:16])[N:8]=[C:7]([CH:19]2[CH2:21][CH2:20]2)[N:6]=1. The catalyst is ClCCl. The product is [CH:19]1([C:7]2[N:8]=[C:9]([C:15]([O:17][CH3:18])=[O:16])[C:10]3[CH:11]=[C:12]([CH3:13])[NH:4][C:5]=3[N:6]=2)[CH2:21][CH2:20]1. The yield is 0.160. (4) The yield is 0.951. The product is [CH:1]([N:4]1[C:8]([C:9]2[N:10]=[C:11]3[C:17]4[CH:18]=[CH:19][C:20]([CH:22]=[O:27])=[CH:21][C:16]=4[O:15][CH2:14][CH2:13][N:12]3[CH:24]=2)=[N:7][C:6]([CH3:25])=[N:5]1)([CH3:2])[CH3:3]. The reactants are [CH:1]([N:4]1[C:8]([C:9]2[N:10]=[C:11]3[C:17]4[CH:18]=[CH:19][C:20]([CH:22]=C)=[CH:21][C:16]=4[O:15][CH2:14][CH2:13][N:12]3[CH:24]=2)=[N:7][C:6]([CH3:25])=[N:5]1)([CH3:3])[CH3:2].I([O-])(=O)(=O)=[O:27].[Na+]. The catalyst is C1COCC1.[Os](=O)(=O)(=O)=O. (5) The reactants are I[C:2]1[CH:7]=[N:6][CH:5]=[CH:4][N:3]=1.[Li]CCCC.[CH3:13][CH:14]([CH3:18])[C:15](=[O:17])[CH3:16].[Cl-].[NH4+]. The catalyst is C(OCC)C.C(OCC)(=O)C. The product is [CH3:13][CH:14]([CH3:18])[C:15]([C:2]1[CH:7]=[N:6][CH:5]=[CH:4][N:3]=1)([OH:17])[CH3:16]. The yield is 0.600.